From a dataset of Reaction yield outcomes from USPTO patents with 853,638 reactions. Predict the reaction yield, written as a fraction of the theoretical maximum amount of product (1.0 means a 100% yield; for example, 0.34 means a 34% yield). (1) The reactants are Br[CH2:2][C:3]1[O:7][N:6]=[C:5]([C:8]([NH:10][CH2:11][CH2:12][C:13]2[C:21]3[C:16](=[CH:17][CH:18]=[C:19]([Cl:22])[CH:20]=3)[NH:15][CH:14]=2)=[O:9])[CH:4]=1.[F:23][C:24]1[C:29]([F:30])=[CH:28][CH:27]=[CH:26][C:25]=1B(O)O.C(=O)([O-])[O-].[Na+].[Na+]. The catalyst is O.C(COC)OC.C1(P([C-]2C=CC=C2)C2C=CC=CC=2)C=CC=CC=1.[C-]1(P(C2C=CC=CC=2)C2C=CC=CC=2)C=CC=C1.[Fe+2].[Pd](Cl)Cl.C1C=CC([P]([Pd]([P](C2C=CC=CC=2)(C2C=CC=CC=2)C2C=CC=CC=2)([P](C2C=CC=CC=2)(C2C=CC=CC=2)C2C=CC=CC=2)[P](C2C=CC=CC=2)(C2C=CC=CC=2)C2C=CC=CC=2)(C2C=CC=CC=2)C2C=CC=CC=2)=CC=1. The product is [Cl:22][C:19]1[CH:20]=[C:21]2[C:16](=[CH:17][CH:18]=1)[NH:15][CH:14]=[C:13]2[CH2:12][CH2:11][NH:10][C:8]([C:5]1[CH:4]=[C:3]([CH2:2][C:28]2[CH:27]=[CH:26][CH:25]=[C:24]([F:23])[C:29]=2[F:30])[O:7][N:6]=1)=[O:9]. The yield is 0.0700. (2) The yield is 0.830. The reactants are [F:1][C:2]1[CH:7]=[CH:6][C:5](I)=[CH:4][CH:3]=1.[CH2:9]([OH:12])[C:10]#[CH:11]. The product is [F:1][C:2]1[CH:7]=[CH:6][C:5]([C:11]#[C:10][CH2:9][OH:12])=[CH:4][CH:3]=1. The catalyst is C(N(CC)CC)C.[Cu](I)I.Cl[Pd](Cl)([P](C1C=CC=CC=1)(C1C=CC=CC=1)C1C=CC=CC=1)[P](C1C=CC=CC=1)(C1C=CC=CC=1)C1C=CC=CC=1. (3) The reactants are [CH3:1][S:2]([C:5]1[CH:10]=[CH:9][C:8]([C:11]2[N:12]=[CH:13][C:14]([OH:17])=[N:15][CH:16]=2)=[CH:7][CH:6]=1)(=[O:4])=[O:3].CS(O[CH2:23][CH:24]1[CH2:29][CH2:28][N:27]([C:30]2[N:35]=[CH:34][C:33]([F:36])=[CH:32][N:31]=2)[CH2:26][CH2:25]1)(=O)=O.C([O-])([O-])=O.[K+].[K+].O. The catalyst is CN(C=O)C. The product is [F:36][C:33]1[CH:32]=[N:31][C:30]([N:27]2[CH2:28][CH2:29][CH:24]([CH2:23][O:17][C:14]3[CH:13]=[N:12][C:11]([C:8]4[CH:7]=[CH:6][C:5]([S:2]([CH3:1])(=[O:3])=[O:4])=[CH:10][CH:9]=4)=[CH:16][N:15]=3)[CH2:25][CH2:26]2)=[N:35][CH:34]=1. The yield is 0.500. (4) The reactants are [O-]P([O-])([O-])=O.[K+].[K+].[K+].[CH3:9][NH:10][CH2:11][C:12]1[CH:17]=[CH:16][CH:15]=[CH:14][CH:13]=1.I[C:19]1[CH:24]=[CH:23][CH:22]=[CH:21][CH:20]=1.C(O)CO. The catalyst is [Cu]I.CCCCCC.C(OCC)(=O)C.C(O)CCC. The product is [CH3:9][N:10]([CH2:11][C:12]1[CH:17]=[CH:16][CH:15]=[CH:14][CH:13]=1)[C:19]1[CH:24]=[CH:23][CH:22]=[CH:21][CH:20]=1. The yield is 0.740.